From a dataset of Full USPTO retrosynthesis dataset with 1.9M reactions from patents (1976-2016). Predict the reactants needed to synthesize the given product. (1) The reactants are: [CH3:1][O:2][C:3]1[CH:4]=[C:5]2[C:10](=[CH:11][C:12]=1[O:13][CH3:14])[N:9]([CH2:15][CH2:16][N:17]1[CH2:22][CH2:21][CH:20]([NH:23]C(=O)OC(C)(C)C)[CH2:19][CH2:18]1)[C:8](=[O:31])[CH:7]=[N:6]2.FC(F)(F)C(O)=O.NC1CCN(CCN2C3C(=CC=C(F)C=3)N=CC2=O)CC1. Given the product [NH2:23][CH:20]1[CH2:21][CH2:22][N:17]([CH2:16][CH2:15][N:9]2[C:10]3[C:5](=[CH:4][C:3]([O:2][CH3:1])=[C:12]([O:13][CH3:14])[CH:11]=3)[N:6]=[CH:7][C:8]2=[O:31])[CH2:18][CH2:19]1, predict the reactants needed to synthesize it. (2) Given the product [CH3:1][C:2]1[C:3]2[CH:4]=[C:5]([OH:35])[CH:6]=[CH:7][C:8]=2[N:9]([CH2:18][C:19]2[CH:24]=[CH:23][C:22]([O:25][CH2:26][CH2:27][N:28]3[CH2:29][CH2:30][CH2:31][CH2:32][CH2:33][CH2:34]3)=[CH:21][CH:20]=2)[C:10]=1[C:11]1[CH:12]=[CH:13][C:14]([OH:17])=[CH:15][CH:16]=1, predict the reactants needed to synthesize it. The reactants are: [CH3:1][C:2]1[C:3]2[CH:4]=[C:5]([OH:35])[CH:6]=[CH:7][C:8]=2[N:9]([CH2:18][C:19]2[CH:20]=[CH:21][C:22]([O:25][CH2:26][CH2:27][N:28]3[CH2:34][CH2:33][CH2:32][CH2:31][CH2:30][CH2:29]3)=[CH:23][CH:24]=2)[C:10]=1[C:11]1[CH:12]=[CH:13][C:14]([OH:17])=[CH:15][CH:16]=1.CC(O)=O. (3) Given the product [CH:13]1([N:16]2[C:17]3[CH:22]=[CH:21][N:20]=[CH:19][C:18]=3[NH:23][C:6]2=[O:7])[CH2:15][CH2:14]1, predict the reactants needed to synthesize it. The reactants are: C1N=CN([C:6](N2C=NC=C2)=[O:7])C=1.[CH:13]1([NH:16][C:17]2[CH:22]=[CH:21][N:20]=[CH:19][C:18]=2[NH2:23])[CH2:15][CH2:14]1. (4) The reactants are: [F:1][C:2]([F:13])([F:12])[O:3][C:4]1[CH:9]=[CH:8][C:7]([CH2:10][NH2:11])=[CH:6][CH:5]=1.[CH2:14]([O:16][C:17]1[C:24]([F:25])=[CH:23][CH:22]=[CH:21][C:18]=1[CH:19]=O)[CH3:15]. Given the product [CH2:14]([O:16][C:17]1[C:24]([F:25])=[CH:23][CH:22]=[CH:21][C:18]=1[CH:19]1[N:11]([CH2:10][C:7]2[CH:6]=[CH:5][C:4]([O:3][C:2]([F:12])([F:13])[F:1])=[CH:9][CH:8]=2)[C:17](=[O:16])[CH:24]([F:25])[CH2:23]1)[CH3:15], predict the reactants needed to synthesize it. (5) Given the product [CH:23]1[C:24]2[C:19](=[C:18]([C:15]3[N:14]=[C:13]([C:10]4[CH:11]=[CH:12][C:5]([O:4][CH:2]([CH3:3])[CH3:1])=[C:6]([CH:9]=4)[C:7]#[N:8])[O:17][N:16]=3)[CH:27]=[CH:26][CH:25]=2)[CH2:20][CH2:21][N:22]=1, predict the reactants needed to synthesize it. The reactants are: [CH3:1][CH:2]([O:4][C:5]1[CH:12]=[CH:11][C:10]([C:13]2[O:17][N:16]=[C:15]([C:18]3[CH:27]=[CH:26][CH:25]=[C:24]4[C:19]=3[CH2:20][CH2:21][NH:22][CH2:23]4)[N:14]=2)=[CH:9][C:6]=1[C:7]#[N:8])[CH3:3].BrN1C(=O)CCC1=O.[OH-].[Na+]. (6) Given the product [C:1]([C:3]1[N:8]=[C:7]([C:9]2[CH:10]=[C:11]([C:15]3[C:16]4[C:23]([C:24]([O:26][CH2:27][CH3:28])=[O:25])=[CH:22][NH:21][C:17]=4[N:18]=[CH:19][N:20]=3)[CH:12]=[CH:13][CH:14]=2)[CH:6]=[CH:5][N:4]=1)#[N:2], predict the reactants needed to synthesize it. The reactants are: [C:1]([C:3]1[N:8]=[C:7]([C:9]2[CH:10]=[C:11]([C:15]3[C:16]4[C:23]([C:24]([O:26][CH2:27][CH3:28])=[O:25])=[CH:22][N:21](COCC[Si](C)(C)C)[C:17]=4[N:18]=[CH:19][N:20]=3)[CH:12]=[CH:13][CH:14]=2)[CH:6]=[CH:5][N:4]=1)#[N:2].C(O)(C(F)(F)F)=O.[OH-].[Na+]. (7) Given the product [C:1]([C:5]1[O:9][N:8]=[C:7]([NH:10][C:11]([NH:13][C:14]2[CH:19]=[CH:18][CH:17]=[C:16]([O:20][C:21]3[C:30]4[C:25](=[CH:26][CH:27]=[C:28]([C:31]5[O:32][C:33]([CH2:36][NH:44][CH2:43][CH2:42][S:39]([CH3:38])(=[O:41])=[O:40])=[CH:34][CH:35]=5)[CH:29]=4)[N:24]=[CH:23][N:22]=3)[CH:15]=2)=[O:12])[CH:6]=1)([CH3:3])([CH3:2])[CH3:4], predict the reactants needed to synthesize it. The reactants are: [C:1]([C:5]1[O:9][N:8]=[C:7]([NH:10][C:11]([NH:13][C:14]2[CH:19]=[CH:18][CH:17]=[C:16]([O:20][C:21]3[C:30]4[C:25](=[CH:26][CH:27]=[C:28]([C:31]5[O:32][C:33]([CH:36]=O)=[CH:34][CH:35]=5)[CH:29]=4)[N:24]=[CH:23][N:22]=3)[CH:15]=2)=[O:12])[CH:6]=1)([CH3:4])([CH3:3])[CH3:2].[CH3:38][S:39]([CH2:42][CH2:43][NH2:44])(=[O:41])=[O:40].[O-]S([O-])(=O)=O.[Mg+2].[BH-](OC(C)=O)(OC(C)=O)OC(C)=O.[Na+].